Task: Predict the product of the given reaction.. Dataset: Forward reaction prediction with 1.9M reactions from USPTO patents (1976-2016) Given the reactants Br[C:2]1[CH:7]=[CH:6][CH:5]=[C:4]([F:8])[CH:3]=1.[Mg].[CH3:10][N:11]([CH3:24])[C:12]1(C#N)[CH2:21][CH2:20][C:15]2([O:19][CH2:18][CH2:17][O:16]2)[CH2:14][CH2:13]1.[NH4+].[Cl-].[Cl:27][Si](C)(C)C, predict the reaction product. The product is: [ClH:27].[F:8][C:4]1[CH:3]=[C:2]([C:12]2([N:11]([CH3:24])[CH3:10])[CH2:21][CH2:20][C:15]3([O:19][CH2:18][CH2:17][O:16]3)[CH2:14][CH2:13]2)[CH:7]=[CH:6][CH:5]=1.